This data is from Forward reaction prediction with 1.9M reactions from USPTO patents (1976-2016). The task is: Predict the product of the given reaction. (1) Given the reactants C(OC(=O)[NH:10][CH2:11][C@H:12]1[CH2:17][CH2:16][C@@H:15]([NH:18][C:19]2[N:28]=[C:27]([N:29]([CH3:31])[CH3:30])[C:26]3[C:21](=[CH:22][CH:23]=[CH:24][CH:25]=3)[N:20]=2)[CH2:14][CH2:13]1)C1C=CC=CC=1, predict the reaction product. The product is: [NH2:10][CH2:11][CH:12]1[CH2:13][CH2:14][CH:15]([NH:18][C:19]2[N:28]=[C:27]([N:29]([CH3:31])[CH3:30])[C:26]3[C:21](=[CH:22][CH:23]=[CH:24][CH:25]=3)[N:20]=2)[CH2:16][CH2:17]1. (2) Given the reactants [F:1][C:2]([F:11])([F:10])[C:3]1[CH:4]=[C:5]([CH:7]=[CH:8][CH:9]=1)[NH2:6].C[Al](C)C.C[O:17][C:18]([C:20]1[C:24]2[CH:25]=[CH:26][C:27]([O:29][C:30]3[CH:35]=[C:34]([CH2:36][O:37][CH2:38][C:39]4[CH:44]=[CH:43][CH:42]=[CH:41][CH:40]=4)[N:33]=[CH:32][N:31]=3)=[CH:28][C:23]=2[O:22][CH:21]=1)=O.[NH4+].[Cl-], predict the reaction product. The product is: [F:1][C:2]([F:10])([F:11])[C:3]1[CH:4]=[C:5]([NH:6][C:18]([C:20]2[C:24]3[CH:25]=[CH:26][C:27]([O:29][C:30]4[CH:35]=[C:34]([CH2:36][O:37][CH2:38][C:39]5[CH:44]=[CH:43][CH:42]=[CH:41][CH:40]=5)[N:33]=[CH:32][N:31]=4)=[CH:28][C:23]=3[O:22][CH:21]=2)=[O:17])[CH:7]=[CH:8][CH:9]=1. (3) Given the reactants [Cl:1][C:2]1[C:3]([OH:14])=[CH:4][CH:5]=[C:6]2[C:11]=1[C:10]([C:12]#[N:13])=[CH:9][CH:8]=[CH:7]2.[Br:15]Br.O, predict the reaction product. The product is: [Br:15][C:8]1[CH:9]=[C:10]([C:12]#[N:13])[C:11]2[C:6]([CH:7]=1)=[CH:5][CH:4]=[C:3]([OH:14])[C:2]=2[Cl:1]. (4) Given the reactants [ClH:1].[Cl:2][C:3]1[CH:8]=[CH:7][CH:6]=[C:5]([Cl:9])[C:4]=1[C:10]1[NH:11][C:12]2[CH:18]=[C:17]([C:19](Cl)=[O:20])[CH:16]=[CH:15][C:13]=2[N:14]=1.C([N:24]([CH2:27][CH3:28])CC)C.C([O:32][CH2:33][CH3:34])(=O)C, predict the reaction product. The product is: [Cl:1][C:3]1[CH:8]=[CH:7][C:34]([C:33](=[O:32])[CH:27]([NH:24][C:19]([C:17]2[CH:16]=[CH:15][C:13]3[N:14]=[C:10]([C:4]4[C:3]([Cl:2])=[CH:8][CH:7]=[CH:6][C:5]=4[Cl:9])[NH:11][C:12]=3[CH:18]=2)=[O:20])[CH3:28])=[CH:5][CH:4]=1. (5) The product is: [Si:1]([O:8][CH2:9][C:10]1([CH3:38])[S:16][CH2:15][CH2:14][N:13]2[C:17]([C:20]3([C:23]4[CH:28]=[CH:27][C:26]([C:40]5[N:45]=[CH:44][C:43]([CH3:46])=[CH:42][N:41]=5)=[CH:25][CH:24]=4)[CH2:22][CH2:21]3)=[N:18][N:19]=[C:12]2[CH2:11]1)([C:4]([CH3:5])([CH3:7])[CH3:6])([CH3:2])[CH3:3]. Given the reactants [Si:1]([O:8][CH2:9][C:10]1([CH3:38])[S:16][CH2:15][CH2:14][N:13]2[C:17]([C:20]3([C:23]4[CH:28]=[CH:27][C:26](B5OC(C)(C)C(C)(C)O5)=[CH:25][CH:24]=4)[CH2:22][CH2:21]3)=[N:18][N:19]=[C:12]2[CH2:11]1)([C:4]([CH3:7])([CH3:6])[CH3:5])([CH3:3])[CH3:2].Cl[C:40]1[N:45]=[CH:44][C:43]([CH3:46])=[CH:42][N:41]=1.C(=O)([O-])[O-].[K+].[K+].C(=O)([O-])O.[Na+], predict the reaction product. (6) The product is: [ClH:32].[F:24][C:22]1[CH:21]=[CH:20][CH:19]=[C:18]2[C:23]=1[C:15]([O:14][CH:11]1[CH2:12][CH2:13][NH:8][CH2:9][CH2:10]1)=[N:16][N:17]2[C:25]1[CH:30]=[CH:29][CH:28]=[CH:27][C:26]=1[F:31]. Given the reactants C(OC([N:8]1[CH2:13][CH2:12][CH:11]([O:14][C:15]2[C:23]3[C:18](=[CH:19][CH:20]=[CH:21][C:22]=3[F:24])[N:17]([C:25]3[CH:30]=[CH:29][CH:28]=[CH:27][C:26]=3[F:31])[N:16]=2)[CH2:10][CH2:9]1)=O)(C)(C)C.[ClH:32], predict the reaction product. (7) Given the reactants Cl.[F:2][C:3]1[CH:8]=[C:7]([F:9])[CH:6]=[CH:5][C:4]=1[C:10](=[O:22])[CH2:11][C:12](SC1C=CC(Cl)=CC=1)=[NH:13].[CH3:23][O:24][C:25]1[CH:31]=[C:30]([F:32])[C:28]([NH2:29])=[C:27]([F:33])[CH:26]=1, predict the reaction product. The product is: [F:32][C:30]1[CH:31]=[C:25]([O:24][CH3:23])[CH:26]=[C:27]([F:33])[C:28]=1[NH:29][C:12](=[NH:13])[CH2:11][C:10]([C:4]1[CH:5]=[CH:6][C:7]([F:9])=[CH:8][C:3]=1[F:2])=[O:22].